Dataset: Full USPTO retrosynthesis dataset with 1.9M reactions from patents (1976-2016). Task: Predict the reactants needed to synthesize the given product. (1) Given the product [CH2:1]([O:3][C:4]1[CH:5]=[C:6]([CH2:15][C:16]([NH:44][C@H:31]([C:32]2[CH:37]=[CH:36][CH:35]=[CH:34][C:33]=2[N:38]2[CH2:39][CH2:40][CH2:41][CH2:42][CH2:43]2)[CH2:30][CH:29]([CH3:45])[CH3:28])=[O:18])[CH:7]=[CH:8][C:9]=1[C:10]([O:12][CH2:13][CH3:14])=[O:11])[CH3:2], predict the reactants needed to synthesize it. The reactants are: [CH2:1]([O:3][C:4]1[CH:5]=[C:6]([CH2:15][C:16]([OH:18])=O)[CH:7]=[CH:8][C:9]=1[C:10]([O:12][CH2:13][CH3:14])=[O:11])[CH3:2].C1(B(O)O)C=CC=CC=1.[CH3:28][CH:29]([CH3:45])[CH2:30][C@H:31]([NH2:44])[C:32]1[CH:37]=[CH:36][CH:35]=[CH:34][C:33]=1[N:38]1[CH2:43][CH2:42][CH2:41][CH2:40][CH2:39]1. (2) Given the product [NH2:12][C:4]1[CH:3]=[C:2]([F:1])[C:10]([F:11])=[CH:9][C:5]=1[C:6]([NH:42][CH2:41][CH2:40][C:37]1[CH:38]=[CH:39][C:34]([F:33])=[CH:35][CH:36]=1)=[O:8], predict the reactants needed to synthesize it. The reactants are: [F:1][C:2]1[CH:3]=[C:4]([NH2:12])[C:5](=[CH:9][C:10]=1[F:11])[C:6]([OH:8])=O.O.OC1C2N=NNC=2C=CC=1.C(N(C(C)C)CC)(C)C.[F:33][C:34]1[CH:39]=[CH:38][C:37]([CH2:40][CH2:41][NH2:42])=[CH:36][CH:35]=1.CCN=C=NCCCN(C)C.Cl.COC(=O)CN(CC1C=CC=CC=1)CC(NC(OC(C)(C)C)=O)C. (3) Given the product [CH3:17][C@@H:2]1[O:10][C:9]([C:11]2[CH:16]=[CH:15][CH:14]=[CH:13][CH:12]=2)=[N:8][C@@H:3]1[C:4]([O:6][CH3:7])=[O:5], predict the reactants needed to synthesize it. The reactants are: O[C@H:2]([CH3:17])[C@H:3]([NH:8][C:9]([C:11]1[CH:16]=[CH:15][CH:14]=[CH:13][CH:12]=1)=[O:10])[C:4]([O:6][CH3:7])=[O:5]. (4) Given the product [Cl:1][C:2]1[CH:3]=[C:4]2[C:9](=[C:10]([NH2:12])[CH:11]=1)[N:8]=[CH:7][CH:6]=[CH:5]2, predict the reactants needed to synthesize it. The reactants are: [Cl:1][C:2]1[CH:3]=[C:4]2[C:9](=[C:10]([N+:12]([O-])=O)[CH:11]=1)[N:8]=[CH:7][CH:6]=[CH:5]2. (5) The reactants are: [Cl:1][C:2]1[CH:7]=[CH:6][C:5]([C:8]2[CH:9]=[C:10]([NH2:20])[CH:11]=[N:12][C:13]=2[O:14][CH2:15][C:16]([F:19])([F:18])[F:17])=[CH:4][CH:3]=1.[CH3:21][NH:22][C:23]([C:25]1[N:30]=[CH:29][C:28]([C:31](O)=[O:32])=[CH:27][CH:26]=1)=[O:24]. Given the product [Cl:1][C:2]1[CH:3]=[CH:4][C:5]([C:8]2[CH:9]=[C:10]([NH:20][C:31]([C:28]3[CH:27]=[CH:26][C:25]([C:23]([NH:22][CH3:21])=[O:24])=[N:30][CH:29]=3)=[O:32])[CH:11]=[N:12][C:13]=2[O:14][CH2:15][C:16]([F:17])([F:18])[F:19])=[CH:6][CH:7]=1, predict the reactants needed to synthesize it. (6) Given the product [CH2:23]([NH:30][C:31]([NH:3][CH2:4][CH:5]1[CH2:8][N:7]([C:9]2[C:19]([C:20]#[N:21])=[CH:18][C:12]([C:13]([O:15][CH2:16][CH3:17])=[O:14])=[C:11]([CH3:22])[N:10]=2)[CH2:6]1)=[O:32])[C:24]1[CH:29]=[CH:28][CH:27]=[CH:26][CH:25]=1, predict the reactants needed to synthesize it. The reactants are: Cl.Cl.[NH2:3][CH2:4][CH:5]1[CH2:8][N:7]([C:9]2[C:19]([C:20]#[N:21])=[CH:18][C:12]([C:13]([O:15][CH2:16][CH3:17])=[O:14])=[C:11]([CH3:22])[N:10]=2)[CH2:6]1.[CH2:23]([N:30]=[C:31]=[O:32])[C:24]1[CH:29]=[CH:28][CH:27]=[CH:26][CH:25]=1.CCN(C(C)C)C(C)C. (7) Given the product [CH3:1][C:2]1[C:6]([CH:7]([C:8]2[O:9][C:10]3[CH:16]=[CH:15][C:14]([CH2:17][C:18]([NH:20][CH:21]([C:28]4[CH:33]=[CH:32][C:31]([CH3:34])=[CH:30][C:29]=4[CH3:35])[C:22]4[CH:27]=[CH:26][CH:25]=[CH:24][CH:23]=4)=[O:19])=[CH:13][C:11]=3[CH:12]=2)[O:36][C:39]([CH3:46])([CH3:45])[C:40]([OH:42])=[O:41])=[C:5]([CH3:37])[O:4][N:3]=1, predict the reactants needed to synthesize it. The reactants are: [CH3:1][C:2]1[C:6]([CH:7]([OH:36])[C:8]2[O:9][C:10]3[CH:16]=[CH:15][C:14]([CH2:17][C:18]([NH:20][CH:21]([C:28]4[CH:33]=[CH:32][C:31]([CH3:34])=[CH:30][C:29]=4[CH3:35])[C:22]4[CH:27]=[CH:26][CH:25]=[CH:24][CH:23]=4)=[O:19])=[CH:13][C:11]=3[CH:12]=2)=[C:5]([CH3:37])[O:4][N:3]=1.Br[C:39]([CH3:46])([CH3:45])[C:40]([O:42]CC)=[O:41].C([O-])([O-])=O.[Cs+].[Cs+].O.